From a dataset of Forward reaction prediction with 1.9M reactions from USPTO patents (1976-2016). Predict the product of the given reaction. (1) Given the reactants [CH2:1]([N:3]1[C:11]2[CH2:10][CH2:9][N:8]([C:12]3[C:17]([N+:18]([O-:20])=[O:19])=[CH:16][CH:15]=[CH:14][N:13]=3)[CH2:7][C:6]=2[N:5]=[CH:4]1)[CH3:2].C(N1C2CN(C3C([N+]([O-])=O)=CC=CN=3)CCC=2NC1)C.[CH2:41]=[O:42], predict the reaction product. The product is: [CH2:1]([N:3]1[C:11]2[CH2:10][CH2:9][N:8]([C:12]3[C:17]([N+:18]([O-:20])=[O:19])=[CH:16][CH:15]=[CH:14][N:13]=3)[CH2:7][C:6]=2[N:5]=[C:4]1[CH2:41][OH:42])[CH3:2]. (2) Given the reactants [CH2:1]([O:3][CH:4]([O:9][CH2:10][CH3:11])[C:5](=[NH:8])OC)[CH3:2].[Cl:12][C:13]1[CH:14]=[C:15]([CH2:19][NH2:20])[CH:16]=[CH:17][CH:18]=1, predict the reaction product. The product is: [Cl:12][C:13]1[CH:14]=[C:15]([CH:16]=[CH:17][CH:18]=1)[CH2:19][NH:20][C:5](=[NH:8])[CH:4]([O:3][CH2:1][CH3:2])[O:9][CH2:10][CH3:11]. (3) Given the reactants [Br:1][C:2]1[CH:3]=[CH:4][C:5]([NH:8][NH2:9])=[N:6][CH:7]=1.[F:10][C:11]([F:19])([CH2:16][O:17][CH3:18])[C:12](OC)=[O:13], predict the reaction product. The product is: [Br:1][C:2]1[CH:3]=[CH:4][C:5]([NH:8][NH:9][C:12](=[O:13])[C:11]([F:19])([F:10])[CH2:16][O:17][CH3:18])=[N:6][CH:7]=1. (4) Given the reactants [CH3:1][C:2]1[O:6][C:5]([C:7]2[CH:12]=[CH:11][CH:10]=[CH:9][CH:8]=2)=[N:4][C:3]=1[CH2:13][O:14][C:15]1[CH:20]=[CH:19][C:18]([CH2:21]O)=[CH:17][N:16]=1.S(Cl)([Cl:25])=O.C(=O)([O-])O.[Na+], predict the reaction product. The product is: [Cl:25][CH2:21][C:18]1[CH:19]=[CH:20][C:15]([O:14][CH2:13][C:3]2[N:4]=[C:5]([C:7]3[CH:12]=[CH:11][CH:10]=[CH:9][CH:8]=3)[O:6][C:2]=2[CH3:1])=[N:16][CH:17]=1.